This data is from Full USPTO retrosynthesis dataset with 1.9M reactions from patents (1976-2016). The task is: Predict the reactants needed to synthesize the given product. Given the product [C:18]([O:17][C:15]([NH:1][CH:2]([C:6]([F:9])([F:8])[F:7])[C:3]([OH:5])=[O:4])=[O:16])([CH3:21])([CH3:20])[CH3:19], predict the reactants needed to synthesize it. The reactants are: [NH2:1][CH:2]([C:6]([F:9])([F:8])[F:7])[C:3]([OH:5])=[O:4].C[N+](C)(C)C.[C:15](O[C:15]([O:17][C:18]([CH3:21])([CH3:20])[CH3:19])=[O:16])([O:17][C:18]([CH3:21])([CH3:20])[CH3:19])=[O:16].